This data is from Catalyst prediction with 721,799 reactions and 888 catalyst types from USPTO. The task is: Predict which catalyst facilitates the given reaction. (1) Product: [F:12][C:3]1[CH:4]=[C:5]([C:8]([F:11])([F:10])[F:9])[CH:6]=[CH:7][C:2]=1[CH:18]([OH:22])[CH2:19][CH2:20][CH3:21]. The catalyst class is: 20. Reactant: Br[C:2]1[CH:7]=[CH:6][C:5]([C:8]([F:11])([F:10])[F:9])=[CH:4][C:3]=1[F:12].C([Li])CCC.[CH:18](=[O:22])[CH2:19][CH2:20][CH3:21].C(O)(=O)C. (2) Reactant: N.O.Cl[C:4]1[C:9]([CH2:10][NH2:11])=[CH:8][C:7]([F:12])=[C:6](Cl)[N:5]=1. Product: [F:12][C:7]1[CH:8]=[C:9]([CH2:10][NH2:11])[CH:4]=[N:5][CH:6]=1. The catalyst class is: 19. (3) Reactant: C([O:8][C:9]([C:11]1[CH:12]=[C:13]2[C:21](=[C:22]([C:33]3[CH:41]=[CH:40][C:36]4[O:37][CH2:38][O:39][C:35]=4[CH:34]=3)[C:23]=1[CH2:24][O:25][CH2:26][C:27]1[CH:32]=[CH:31][CH:30]=[CH:29][CH:28]=1)[C:17]1[O:18][CH2:19][O:20][C:16]=1[CH:15]=[CH:14]2)=[O:10])C1C=CC=CC=1.[OH-].[Na+]. Product: [O:37]1[C:36]2[CH:40]=[CH:41][C:33]([C:22]3[C:23]([CH2:24][O:25][CH2:26][C:27]4[CH:28]=[CH:29][CH:30]=[CH:31][CH:32]=4)=[C:11]([C:9]([OH:10])=[O:8])[CH:12]=[C:13]4[C:21]=3[C:17]3[O:18][CH2:19][O:20][C:16]=3[CH:15]=[CH:14]4)=[CH:34][C:35]=2[O:39][CH2:38]1. The catalyst class is: 24. (4) Reactant: FC(F)(F)C([NH:5][CH2:6][C:7]1([NH:20]C(=O)C(F)(F)F)[CH2:12][CH2:11][N:10]([CH2:13][C:14]2[CH:19]=[CH:18][N:17]=[CH:16][CH:15]=2)[CH2:9][CH2:8]1)=O.N. Product: [NH2:5][CH2:6][C:7]1([NH2:20])[CH2:12][CH2:11][N:10]([CH2:13][C:14]2[CH:19]=[CH:18][N:17]=[CH:16][CH:15]=2)[CH2:9][CH2:8]1. The catalyst class is: 5. (5) Reactant: [N:1]1([C:6]2[CH:7]=[C:8]([CH3:24])[C:9]3[N:13]=[C:12]([C:14]4[C:15]([O:21]C)=[N:16][CH:17]=[CH:18][C:19]=4[I:20])[NH:11][C:10]=3[CH:23]=2)[CH:5]=[CH:4][N:3]=[CH:2]1. Product: [N:1]1([C:6]2[CH:7]=[C:8]([CH3:24])[C:9]3[N:13]=[C:12]([C:14]4[C:15](=[O:21])[NH:16][CH:17]=[CH:18][C:19]=4[I:20])[NH:11][C:10]=3[CH:23]=2)[CH:5]=[CH:4][N:3]=[CH:2]1. The catalyst class is: 601. (6) Reactant: [F:1][C:2]([F:7])([F:6])[C:3]([OH:5])=[O:4].[C:8]([CH2:10][C:11]1([N:24]2[CH:28]=[C:27]([C:29]3[CH:30]=[N:31][C:32]4[N:33]([C:35]([CH2:38][C:39]5[CH:40]=[C:41]6[C:46](=[CH:47][CH:48]=5)[N:45]=[CH:44][CH:43]=[CH:42]6)=[CH:36][N:37]=4)[N:34]=3)[CH:26]=[N:25]2)[CH2:16][CH2:15][N:14](C(OC(C)(C)C)=O)[CH2:13][CH2:12]1)#[N:9]. Product: [N:45]1[C:46]2[C:41](=[CH:40][C:39]([CH2:38][C:35]3[N:33]4[N:34]=[C:29]([C:27]5[CH:26]=[N:25][N:24]([C:11]6([CH2:10][C:8]#[N:9])[CH2:16][CH2:15][NH:14][CH2:13][CH2:12]6)[CH:28]=5)[CH:30]=[N:31][C:32]4=[N:37][CH:36]=3)=[CH:48][CH:47]=2)[CH:42]=[CH:43][CH:44]=1.[C:3]([OH:5])([C:2]([F:7])([F:6])[F:1])=[O:4]. The catalyst class is: 2. (7) Reactant: [NH2:1][C:2]1[CH:20]=[C:19]([F:21])[CH:18]=[CH:17][C:3]=1[C:4]([NH:6][C:7]1[CH:12]=[CH:11][C:10]([CH:13]([CH2:15][CH3:16])[CH3:14])=[CH:9][CH:8]=1)=[O:5].[CH3:22][C:23]1[CH:24]=[C:25]([CH:28]=[C:29]([CH3:35])[C:30]=1[O:31][CH2:32][CH2:33][OH:34])[CH:26]=O.S(=O)(O)[O-].[Na+].C1(C)C=CC(S(O)(=O)=O)=CC=1. Product: [CH:13]([C:10]1[CH:9]=[CH:8][C:7]([N:6]2[C:4](=[O:5])[C:3]3[C:2](=[CH:20][C:19]([F:21])=[CH:18][CH:17]=3)[NH:1][CH:26]2[C:25]2[CH:28]=[C:29]([CH3:35])[C:30]([O:31][CH2:32][CH2:33][OH:34])=[C:23]([CH3:22])[CH:24]=2)=[CH:12][CH:11]=1)([CH2:15][CH3:16])[CH3:14]. The catalyst class is: 80. (8) Reactant: [CH3:1][O:2][C:3]([C:5]1[N:6]([CH2:23][C:24]2[CH:29]=[CH:28][C:27]([S:30]([CH3:33])(=[O:32])=[O:31])=[CH:26][CH:25]=2)[C:7](=[O:22])[C:8]2[C:13]([C:14]=1[C:15]1[CH:20]=[CH:19][CH:18]=[CH:17][CH:16]=1)=[CH:12][C:11](Br)=[CH:10][CH:9]=2)=[O:4]. Product: [CH3:1][O:2][C:3]([C:5]1[N:6]([CH2:23][C:24]2[CH:25]=[CH:26][C:27]([S:30]([CH3:33])(=[O:32])=[O:31])=[CH:28][CH:29]=2)[C:7](=[O:22])[C:8]2[C:13]([C:14]=1[C:15]1[CH:20]=[CH:19][CH:18]=[CH:17][CH:16]=1)=[CH:12][CH:11]=[CH:10][CH:9]=2)=[O:4]. The catalyst class is: 352. (9) Reactant: C(Cl)(Cl)Cl.[C:5]([O:9][C:10](=[O:43])[N:11]([CH2:32][C:33]1[CH:42]=[CH:41][C:36]2[O:37][CH2:38][CH2:39][O:40][C:35]=2[CH:34]=1)[CH:12]1[CH2:17][CH2:16][N:15]([CH2:18][CH2:19][N:20]2[C:29]3[C:24](=[C:25]([NH2:30])[CH:26]=[CH:27][CH:28]=3)[CH:23]=[CH:22][C:21]2=[O:31])[CH2:14][CH2:13]1)([CH3:8])([CH3:7])[CH3:6].[C:44](Cl)(=[O:46])[CH3:45].C(=O)([O-])O.[Na+]. Product: [C:5]([O:9][C:10](=[O:43])[N:11]([CH2:32][C:33]1[CH:42]=[CH:41][C:36]2[O:37][CH2:38][CH2:39][O:40][C:35]=2[CH:34]=1)[CH:12]1[CH2:13][CH2:14][N:15]([CH2:18][CH2:19][N:20]2[C:29]3[C:24](=[C:25]([NH:30][C:44]([CH3:45])=[O:46])[CH:26]=[CH:27][CH:28]=3)[CH:23]=[CH:22][C:21]2=[O:31])[CH2:16][CH2:17]1)([CH3:8])([CH3:6])[CH3:7]. The catalyst class is: 66. (10) Reactant: [CH2:1]([Li])CCC.[Cl:6][C:7]1[CH:22]=[C:21]([CH:23]([CH3:25])[CH3:24])[C:10]([C:11]([NH:13][CH2:14][CH:15]2[CH2:20][CH2:19][CH2:18][CH2:17][CH2:16]2)=[O:12])=[CH:9][N:8]=1.CI. Product: [C:23]([C:21]1[C:10]([C:11]([NH:13][CH2:14][CH:15]2[CH2:20][CH2:19][CH2:18][CH2:17][CH2:16]2)=[O:12])=[CH:9][N:8]=[C:7]([Cl:6])[CH:22]=1)([CH3:1])([CH3:25])[CH3:24]. The catalyst class is: 392.